This data is from Full USPTO retrosynthesis dataset with 1.9M reactions from patents (1976-2016). The task is: Predict the reactants needed to synthesize the given product. (1) Given the product [CH2:8]([O:4][C:3](=[O:5])[C:2](=[O:1])[CH2:6][CH3:7])[C:9]1[CH:14]=[CH:13][CH:12]=[CH:11][CH:10]=1, predict the reactants needed to synthesize it. The reactants are: [O:1]=[C:2]([CH2:6][CH3:7])[C:3]([OH:5])=[O:4].[CH2:8](O)[C:9]1[CH:14]=[CH:13][CH:12]=[CH:11][CH:10]=1.O. (2) Given the product [OH:6][C:7]1[C:16]([C:17]([O:19][CH3:20])=[O:18])=[CH:15][CH:14]=[CH:13][C:8]=1[C:9]([O:11][CH3:12])=[O:10], predict the reactants needed to synthesize it. The reactants are: B(Br)(Br)Br.C[O:6][C:7]1[C:16]([C:17]([O:19][CH3:20])=[O:18])=[CH:15][CH:14]=[CH:13][C:8]=1[C:9]([O:11][CH3:12])=[O:10]. (3) The reactants are: [CH3:1][CH2:2][C@@:3]1([OH:27])[C:8](=[O:9])[O:7][CH2:6][C:5]2[C:10]([N:12]3[C:16](=[CH:17][C:4]1=2)[C:15]1[N:18]=[C:19]2[C:24](=[CH:25][C:14]=1[CH2:13]3)[C:23]([Br:26])=[CH:22][CH:21]=[CH:20]2)=[O:11].[C:28]([O:32][C:33]([NH:35][CH2:36][C:37]1([CH2:43][C:44](OC2C=CC([N+]([O-])=O)=CC=2)=[O:45])[CH2:42][CH2:41][CH2:40][CH2:39][CH2:38]1)=[O:34])([CH3:31])([CH3:30])[CH3:29]. Given the product [C:28]([O:32][C:33]([NH:35][CH2:36][C:37]1([CH2:43][C:44]([O:27][C@@:3]2([CH2:2][CH3:1])[C:4]3[CH:17]=[C:16]4[N:12]([CH2:13][C:14]5[C:15]4=[N:18][C:19]4[CH:20]=[CH:21][CH:22]=[C:23]([Br:26])[C:24]=4[CH:25]=5)[C:10](=[O:11])[C:5]=3[CH2:6][O:7][C:8]2=[O:9])=[O:45])[CH2:42][CH2:41][CH2:40][CH2:39][CH2:38]1)=[O:34])([CH3:31])([CH3:30])[CH3:29], predict the reactants needed to synthesize it.